Dataset: Reaction yield outcomes from USPTO patents with 853,638 reactions. Task: Predict the reaction yield, written as a fraction of the theoretical maximum amount of product (1.0 means a 100% yield; for example, 0.34 means a 34% yield). The reactants are [CH3:1][CH:2]1[N:7]([C:8]([O:10][CH2:11][CH:12]=[CH2:13])=[O:9])[CH2:6][C:5]([C:14]([O:16]C)=O)=[CH:4][CH2:3]1.Br[CH2:19][Cl:20].C([Li])CCC.CCCCCC.P([O-])([O-])([O-])=O. The catalyst is C1COCC1.C(OCC)(=O)C. The product is [Cl:20][CH2:19][C:14]([C:5]1[CH2:6][N:7]([C:8]([O:10][CH2:11][CH:12]=[CH2:13])=[O:9])[CH:2]([CH3:1])[CH2:3][CH:4]=1)=[O:16]. The yield is 0.530.